From a dataset of Forward reaction prediction with 1.9M reactions from USPTO patents (1976-2016). Predict the product of the given reaction. Given the reactants [NH:1]([C:3]1[CH:8]=[N:7][CH:6]=[CH:5][N:4]=1)[NH2:2].[CH:9](OC)(OC)OC, predict the reaction product. The product is: [N:1]1[N:2]=[CH:9][N:4]2[CH:5]=[CH:6][N:7]=[CH:8][C:3]=12.